From a dataset of Reaction yield outcomes from USPTO patents with 853,638 reactions. Predict the reaction yield, written as a fraction of the theoretical maximum amount of product (1.0 means a 100% yield; for example, 0.34 means a 34% yield). (1) The reactants are [NH:1]1[C:5]2[CH:6]=[CH:7][CH:8]=[CH:9][C:4]=2[N:3]=[C:2]1[CH2:10][C:11]1[CH:20]=[CH:19][C:14]([C:15]([O:17]C)=[O:16])=[CH:13][CH:12]=1.[OH-].[Na+].O. The catalyst is CO. The product is [NH:1]1[C:5]2[CH:6]=[CH:7][CH:8]=[CH:9][C:4]=2[N:3]=[C:2]1[CH2:10][C:11]1[CH:20]=[CH:19][C:14]([C:15]([OH:17])=[O:16])=[CH:13][CH:12]=1. The yield is 0.820. (2) The reactants are C([O:5][C:6](=[O:19])[C:7]1[CH:12]=[C:11]([O:13][CH2:14][CH:15]([CH3:17])[CH3:16])[CH:10]=[C:9]([Br:18])[CH:8]=1)C(C)C.[OH-].[Na+]. The catalyst is CO. The product is [Br:18][C:9]1[CH:8]=[C:7]([CH:12]=[C:11]([O:13][CH2:14][CH:15]([CH3:17])[CH3:16])[CH:10]=1)[C:6]([OH:19])=[O:5]. The yield is 0.954. (3) The reactants are [OH:1][CH2:2][C:3]1[CH:19]=[CH:18][C:6]([CH2:7][C:8]2[C:9]([O:11][C:12](=O)C=2C(C)C)=[O:10])=[CH:5][CH:4]=1.CO.O1C[CH2:25][CH2:24][CH2:23]1.C[Si](C=[N+]=[N-])(C)C.CCCCCC.C1(C)C=CC=CC=1.[C:47]([O:50][CH2:51]C)(=[O:49])[CH3:48]. No catalyst specified. The product is [OH:1][CH2:2][C:3]1[CH:19]=[CH:18][C:6]([CH2:7]/[C:8](=[C:48](\[CH:24]([CH3:25])[CH3:23])/[C:47]([O:50][CH3:51])=[O:49])/[C:9]([O:11][CH3:12])=[O:10])=[CH:5][CH:4]=1. The yield is 0.810. (4) The reactants are C(O)(=O)C.[C:5]([O:9][C:10]([N:12]1[CH2:19][CH:18]2[C:14]([C:31]3[S:32][CH:33]=[CH:34][CH:35]=3)([N:15]([C:20](=[S:30])[NH:21][C:22](=[O:29])[C:23]3[CH:28]=[CH:27][CH:26]=[CH:25][CH:24]=3)[O:16][CH2:17]2)[CH2:13]1)=[O:11])([CH3:8])([CH3:7])[CH3:6].C(=O)(O)[O-].[Na+]. The catalyst is [Zn].O. The product is [C:22]([NH:21][C:20]([NH:15][C:14]1([C:31]2[S:32][CH:33]=[CH:34][CH:35]=2)[CH:18]([CH2:17][OH:16])[CH2:19][N:12]([C:10]([O:9][C:5]([CH3:8])([CH3:7])[CH3:6])=[O:11])[CH2:13]1)=[S:30])(=[O:29])[C:23]1[CH:28]=[CH:27][CH:26]=[CH:25][CH:24]=1. The yield is 0.320. (5) The reactants are [K].[CH3:2][CH:3]([CH3:5])[O-:4].[K+].Br[C:8]1[CH:9]=[N:10][CH:11]=[C:12]([Br:14])[CH:13]=1. The catalyst is CC(O)C.[Cu]. The product is [Br:14][C:12]1[CH:13]=[C:8]([O:4][CH:3]([CH3:5])[CH3:2])[CH:9]=[N:10][CH:11]=1. The yield is 0.712. (6) The reactants are [NH:1]1[CH2:5][CH2:4][CH2:3][CH2:2]1.[Cl:6][C:7]1[C:30]([F:31])=[CH:29][CH:28]=[C:27]([F:32])[C:8]=1[CH2:9][N:10]1[CH2:15][CH2:14][NH:13][C:12]2[N:16]=[CH:17][C:18]([C:20]3[CH:25]=[CH:24][N:23]=[C:22](Cl)[CH:21]=3)=[CH:19][C:11]1=2. No catalyst specified. The product is [Cl:6][C:7]1[C:30]([F:31])=[CH:29][CH:28]=[C:27]([F:32])[C:8]=1[CH2:9][N:10]1[CH2:15][CH2:14][NH:13][C:12]2[N:16]=[CH:17][C:18]([C:20]3[CH:21]=[CH:22][N:23]=[C:24]([N:1]4[CH2:5][CH2:4][CH2:3][CH2:2]4)[CH:25]=3)=[CH:19][C:11]1=2. The yield is 0.350. (7) The reactants are [Cl:1][C:2]1[N:3]=[N:4][C:5](Cl)=[CH:6][C:7]=1[C:8]([OH:10])=[O:9].[C:12]([O:16][C:17]([NH:19][C@@H:20]1[CH2:25][C@H:24]([NH:26][C:27]([O:29][C:30]([CH3:33])([CH3:32])[CH3:31])=[O:28])[CH2:23][NH:22][CH2:21]1)=[O:18])([CH3:15])([CH3:14])[CH3:13].CCN(C(C)C)C(C)C. The catalyst is CN(C=O)C. The product is [C:12]([O:16][C:17]([NH:19][CH:20]1[CH2:25][CH:24]([NH:26][C:27]([O:29][C:30]([CH3:33])([CH3:32])[CH3:31])=[O:28])[CH2:23][N:22]([C:5]2[N:4]=[N:3][C:2]([Cl:1])=[C:7]([C:8]([OH:10])=[O:9])[CH:6]=2)[CH2:21]1)=[O:18])([CH3:15])([CH3:14])[CH3:13]. The yield is 0.511. (8) The reactants are Cl.[CH3:2][O:3][C:4](=[O:8])[C@H:5]([CH3:7])[NH2:6].[C:9](O)(=[O:31])[CH2:10][CH2:11]/[CH:12]=[CH:13]\[CH2:14]/[CH:15]=[CH:16]\[CH2:17]/[CH:18]=[CH:19]\[CH2:20]/[CH:21]=[CH:22]\[CH2:23]/[CH:24]=[CH:25]\[CH2:26]/[CH:27]=[CH:28]\[CH2:29][CH3:30].CCN=C=NCCCN(C)C.CCN(C(C)C)C(C)C. The catalyst is CC#N.CCOC(C)=O. The product is [C:9]([NH:6][C@@H:5]([CH3:7])[C:4]([O:3][CH3:2])=[O:8])(=[O:31])[CH2:10][CH2:11]/[CH:12]=[CH:13]\[CH2:14]/[CH:15]=[CH:16]\[CH2:17]/[CH:18]=[CH:19]\[CH2:20]/[CH:21]=[CH:22]\[CH2:23]/[CH:24]=[CH:25]\[CH2:26]/[CH:27]=[CH:28]\[CH2:29][CH3:30]. The yield is 0.790. (9) The reactants are C(OC(=O)NCC1C=CC2N(CCCCO)C(CN3C4C(=CC=CC=4)C(=O)N(C4CC4)C3=O)=NC=2C=1)(C)(C)C.[C:40]([O:44][C:45]([NH:47][CH2:48][C:49]1[CH:86]=[CH:85][C:52]2[N:53]([CH2:74][CH2:75][CH2:76][CH2:77][O:78]C(=O)C(C)(C)C)[C:54]([CH2:56][N:57]3[C:66]4[C:61](=[CH:62][CH:63]=[CH:64][CH:65]=4)[C:60](=[O:67])[N:59]([CH2:68][C:69]([F:72])([F:71])[F:70])[C:58]3=[O:73])=[N:55][C:51]=2[CH:50]=1)=[O:46])([CH3:43])([CH3:42])[CH3:41]. No catalyst specified. The product is [C:40]([O:44][C:45](=[O:46])[NH:47][CH2:48][C:49]1[CH:86]=[CH:85][C:52]2[N:53]([CH2:74][CH2:75][CH2:76][CH2:77][OH:78])[C:54]([CH2:56][N:57]3[C:66]4[C:61](=[CH:62][CH:63]=[CH:64][CH:65]=4)[C:60](=[O:67])[N:59]([CH2:68][C:69]([F:70])([F:72])[F:71])[C:58]3=[O:73])=[N:55][C:51]=2[CH:50]=1)([CH3:43])([CH3:41])[CH3:42]. The yield is 0.420.